This data is from Catalyst prediction with 721,799 reactions and 888 catalyst types from USPTO. The task is: Predict which catalyst facilitates the given reaction. (1) Product: [C:30]([C:28]1[CH:27]=[C:26]([NH:34][S:35]([CH3:38])(=[O:37])=[O:36])[C:25]([O:39][CH3:40])=[C:24]([NH:23][C:16](=[O:18])[C:15]2[CH:19]=[CH:20][C:21]([CH3:22])=[C:13]([N:11]3[CH:12]=[C:8]([C:5]4[CH:6]=[N:7][C:2]([Cl:1])=[CH:3][CH:4]=4)[N:9]=[N:10]3)[CH:14]=2)[CH:29]=1)([CH3:33])([CH3:31])[CH3:32]. The catalyst class is: 3. Reactant: [Cl:1][C:2]1[N:7]=[CH:6][C:5]([C:8]2[N:9]=[N:10][N:11]([C:13]3[CH:14]=[C:15]([CH:19]=[CH:20][C:21]=3[CH3:22])[C:16]([OH:18])=O)[CH:12]=2)=[CH:4][CH:3]=1.[NH2:23][C:24]1[C:25]([O:39][CH3:40])=[C:26]([NH:34][S:35]([CH3:38])(=[O:37])=[O:36])[CH:27]=[C:28]([C:30]([CH3:33])([CH3:32])[CH3:31])[CH:29]=1.CCN(C(C)C)C(C)C.CN(C(ON1N=NC2C=CC=NC1=2)=[N+](C)C)C.F[P-](F)(F)(F)(F)F.C1C=CC2N(O)N=NC=2C=1. (2) Reactant: [ClH:1].Cl.[Cl:3][C:4]1[CH:5]=[C:6]([CH:10]([CH:20]2[CH2:25][CH2:24][CH2:23][CH2:22][CH2:21]2)[CH2:11][N:12]2[CH2:17][CH2:16][CH:15]([NH:18][CH3:19])[CH2:14][CH2:13]2)[CH:7]=[CH:8][CH:9]=1. Product: [ClH:3].[ClH:1].[Cl:3][C:4]1[CH:5]=[C:6]([C@H:10]([CH:20]2[CH2:25][CH2:24][CH2:23][CH2:22][CH2:21]2)[CH2:11][N:12]2[CH2:13][CH2:14][CH:15]([NH:18][CH3:19])[CH2:16][CH2:17]2)[CH:7]=[CH:8][CH:9]=1. The catalyst class is: 5. (3) Reactant: [CH3:1][C:2]1[C:3]2[N:4]([C:20]([C@@H:23]3[CH2:27][CH2:26][CH2:25][N:24]3[CH3:28])=[N:21][N:22]=2)[CH:5]=[C:6]([O:8][C@H:9]2[C:18]3[C:13](=[CH:14][CH:15]=[CH:16][CH:17]=3)[C@@H:12]([NH2:19])[CH2:11][CH2:10]2)[CH:7]=1.ClC(Cl)(Cl)C[O:32][C:33](=O)[NH:34][C:35]1[N:36]([C:44]2[CH:49]=[CH:48][C:47]([CH3:50])=[CH:46][CH:45]=2)[N:37]=[C:38]([C:40]([CH3:43])([CH3:42])[CH3:41])[CH:39]=1.CCN(C(C)C)C(C)C. The catalyst class is: 31. Product: [C:40]([C:38]1[CH:39]=[C:35]([NH:34][C:33]([NH:19][C@@H:12]2[C:13]3[C:18](=[CH:17][CH:16]=[CH:15][CH:14]=3)[C@H:9]([O:8][C:6]3[CH:7]=[C:2]([CH3:1])[C:3]4[N:4]([C:20]([C@@H:23]5[CH2:27][CH2:26][CH2:25][N:24]5[CH3:28])=[N:21][N:22]=4)[CH:5]=3)[CH2:10][CH2:11]2)=[O:32])[N:36]([C:44]2[CH:49]=[CH:48][C:47]([CH3:50])=[CH:46][CH:45]=2)[N:37]=1)([CH3:43])([CH3:41])[CH3:42]. (4) Reactant: C([O:4][C@H:5]1[CH2:10][CH2:9][C@@:8]([C@H:12]2[CH2:20][CH2:19][C@@:18]3([CH3:21])[C@@H:14]([CH2:15][CH2:16][C:17]3=[CH2:22])[C@@H:13]2[CH2:23][NH2:24])([CH3:11])[C@@H:7]([CH2:25][OH:26])[CH2:6]1)(=O)C.F[B-](F)(F)F.N1(OC(N(C)C)=[N+](C)C)C2C=CC=CC=2N=N1.[C:49](O)(=[O:53])[CH2:50][CH2:51][CH3:52].C(N(CC)C(C)C)(C)C. Product: [OH:4][C@H:5]1[CH2:10][CH2:9][C@@:8]([C@H:12]2[CH2:20][CH2:19][C@@:18]3([CH3:21])[C@@H:14]([CH2:15][CH2:16][C:17]3=[CH2:22])[C@@H:13]2[CH2:23][NH:24][C:49](=[O:53])[CH2:50][CH2:51][CH3:52])([CH3:11])[C@@H:7]([CH2:25][OH:26])[CH2:6]1. The catalyst class is: 3.